This data is from Forward reaction prediction with 1.9M reactions from USPTO patents (1976-2016). The task is: Predict the product of the given reaction. (1) Given the reactants [Br:1][C:2]1[C:3]([CH3:10])=[C:4]([CH:7]=[CH:8][CH:9]=1)[CH:5]=[O:6].[C:11]1(C)C(S(O)(=O)=O)=CC=CC=1.[C:22]([O-:25])(O)=O.[Na+], predict the reaction product. The product is: [Br:1][C:2]1[CH:9]=[CH:8][CH:7]=[C:4]([CH:5]([O:25][CH3:22])[O:6][CH3:11])[C:3]=1[CH3:10]. (2) Given the reactants [F:1][C:2]1[CH:3]=[CH:4][C:5]2[S:9][CH:8]=[C:7]([CH:10](O)[CH2:11][CH2:12][N:13]([CH:17]3[CH2:26][C:25]4[C:20](=[CH:21][CH:22]=[CH:23][C:24]=4[O:27][CH3:28])[O:19][CH2:18]3)[CH2:14][CH2:15][CH3:16])[C:6]=2[CH:30]=1.C([SiH](CC)CC)C.FC(F)(F)C(O)=O, predict the reaction product. The product is: [F:1][C:2]1[CH:3]=[CH:4][C:5]2[S:9][CH:8]=[C:7]([CH2:10][CH2:11][CH2:12][N:13]([CH2:14][CH2:15][CH3:16])[CH:17]3[CH2:26][C:25]4[C:20](=[CH:21][CH:22]=[CH:23][C:24]=4[O:27][CH3:28])[O:19][CH2:18]3)[C:6]=2[CH:30]=1. (3) Given the reactants Cl[C:2]1[N:7]=[CH:6][C:5]([C:8]#[N:9])=[CH:4][N:3]=1.[C:10]([O:14][C:15](=[O:30])[NH:16][C@@H:17]1[C@@H:21]([C:22]2[CH:27]=[C:26]([F:28])[CH:25]=[CH:24][C:23]=2[F:29])[CH2:20][NH:19][CH2:18]1)([CH3:13])([CH3:12])[CH3:11].C1CCN2C(=NCCC2)CC1, predict the reaction product. The product is: [C:10]([O:14][C:15](=[O:30])[NH:16][C@@H:17]1[C@@H:21]([C:22]2[CH:27]=[C:26]([F:28])[CH:25]=[CH:24][C:23]=2[F:29])[CH2:20][N:19]([C:2]2[N:7]=[CH:6][C:5]([C:8]#[N:9])=[CH:4][N:3]=2)[CH2:18]1)([CH3:13])([CH3:11])[CH3:12]. (4) Given the reactants F[C:2]1[CH:3]=[C:4]([CH3:11])[CH:5]=[CH:6][C:7]=1[N+:8]([O-:10])=[O:9].[C:12]([O:16][C:17](=[O:25])[NH:18][CH2:19][CH2:20][C:21]([NH2:24])([CH3:23])[CH3:22])([CH3:15])([CH3:14])[CH3:13].C(=O)([O-])[O-].[K+].[K+], predict the reaction product. The product is: [C:12]([O:16][C:17](=[O:25])[NH:18][CH2:19][CH2:20][C:21]([CH3:23])([NH:24][C:2]1[CH:3]=[C:4]([CH3:11])[CH:5]=[CH:6][C:7]=1[N+:8]([O-:10])=[O:9])[CH3:22])([CH3:15])([CH3:13])[CH3:14]. (5) Given the reactants [CH3:1][O:2][CH:3]([O:24][CH3:25])[C:4]1[C:8]([I:9])=[C:7]([N:10]2[CH2:15][CH2:14][CH2:13][C@@H:12]([NH:16][C:17](=[O:23])[O:18][C:19]([CH3:22])([CH3:21])[CH3:20])[CH2:11]2)[NH:6][N:5]=1.[H-].[Na+].[CH3:28][O:29][CH2:30]Cl.S([O-])(O)(=O)=O.[K+], predict the reaction product. The product is: [CH3:25][O:24][CH:3]([O:2][CH3:1])[C:4]1[C:8]([I:9])=[C:7]([N:10]2[CH2:15][CH2:14][CH2:13][C@@H:12]([NH:16][C:17](=[O:23])[O:18][C:19]([CH3:21])([CH3:22])[CH3:20])[CH2:11]2)[N:6]([CH2:28][O:29][CH3:30])[N:5]=1.